This data is from Full USPTO retrosynthesis dataset with 1.9M reactions from patents (1976-2016). The task is: Predict the reactants needed to synthesize the given product. (1) Given the product [CH3:22][C:21]1([CH3:23])[C:17]([CH3:16])([CH3:32])[O:18][B:19]([C:24]2[CH:29]=[CH:28][C:27]([CH2:30][NH:31][C:1](=[O:9])[CH2:2][CH2:3][CH2:4][CH2:5][CH2:6][CH3:7])=[CH:26][CH:25]=2)[O:20]1, predict the reactants needed to synthesize it. The reactants are: [C:1]([OH:9])(=O)[CH2:2][CH2:3][CH2:4][CH2:5][CH2:6][CH3:7].C(Cl)(=O)C(Cl)=O.[CH3:16][C:17]1([CH3:32])[C:21]([CH3:23])([CH3:22])[O:20][B:19]([C:24]2[CH:29]=[CH:28][C:27]([CH2:30][NH2:31])=[CH:26][CH:25]=2)[O:18]1.C(N(CC)CC)C. (2) Given the product [CH3:12][NH:11][C:2]([CH3:10])([CH3:1])[CH2:3][N:4]1[CH2:8][CH2:7][CH2:6][CH2:5]1, predict the reactants needed to synthesize it. The reactants are: [CH3:1][C:2]([NH:11][C:12](=O)OC(C)(C)C)([CH3:10])[C:3](=O)[N:4]1[CH2:8][CH2:7][CH2:6][CH2:5]1.[H-].[H-].[H-].[H-].[Li+].[Al+3].[O-]S([O-])(=O)=O.[Na+].[Na+].[OH-].[Na+]. (3) Given the product [CH3:29][O:30][C:31]1[N:36]=[C:35]([O:37][CH3:38])[C:34]([C:2]2[N:6]([CH:7]([CH3:9])[CH3:8])[C:5]3[CH:10]([C:21]4[CH:28]=[CH:27][C:24]([C:25]#[N:26])=[CH:23][CH:22]=4)[N:11]([C:14]4[N:15]([CH3:20])[N:16]=[C:17]([CH3:19])[CH:18]=4)[C:12](=[O:13])[C:4]=3[CH:3]=2)=[CH:33][N:32]=1, predict the reactants needed to synthesize it. The reactants are: Br[C:2]1[N:6]([CH:7]([CH3:9])[CH3:8])[C:5]2[CH:10]([C:21]3[CH:28]=[CH:27][C:24]([C:25]#[N:26])=[CH:23][CH:22]=3)[N:11]([C:14]3[N:15]([CH3:20])[N:16]=[C:17]([CH3:19])[CH:18]=3)[C:12](=[O:13])[C:4]=2[CH:3]=1.[CH3:29][O:30][C:31]1[N:36]=[C:35]([O:37][CH3:38])[C:34](B(O)O)=[CH:33][N:32]=1.BrC1N(C(C)C)C2C(C3C=CC(Cl)=CC=3)N(C3C=C(Cl)C=CC=3C)C(=O)C=2C=1.COC1C(B2OC(C)(C)C(C)(C)O2)=CN=C(N)N=1. (4) Given the product [F:1][C:2]1[CH:28]=[CH:27][C:5]([CH2:6][N:7]2[CH2:8][CH:9]([S:11][C:12]3[C@H:13]([CH3:26])[C@@H:14]4[C@@H:21]([C@H:22]([OH:24])[CH3:23])[C:20](=[O:25])[N:15]4[C:16]=3[C:17]([O:19][CH2:39][O:38][C:36](=[O:37])[CH2:35][CH:29]3[CH2:30][CH2:31][CH2:32][CH2:33][CH2:34]3)=[O:18])[CH2:10]2)=[CH:4][CH:3]=1, predict the reactants needed to synthesize it. The reactants are: [F:1][C:2]1[CH:28]=[CH:27][C:5]([CH2:6][N:7]2[CH2:10][CH:9]([S:11][C:12]3[C@H:13]([CH3:26])[C@@H:14]4[C@@H:21]([C@H:22]([OH:24])[CH3:23])[C:20](=[O:25])[N:15]4[C:16]=3[C:17]([OH:19])=[O:18])[CH2:8]2)=[CH:4][CH:3]=1.[CH:29]1([CH2:35][C:36]([O:38][CH2:39]Cl)=[O:37])[CH2:34][CH2:33][CH2:32][CH2:31][CH2:30]1. (5) Given the product [CH3:1][C:2]1([CH3:28])[C:14]2[CH:13]=[C:12]([C:15]3[C:20]4[S:21][C:22]5[C:27]([B:34]([OH:37])[OH:35])=[CH:26][CH:25]=[CH:24][C:23]=5[C:19]=4[CH:18]=[CH:17][CH:16]=3)[CH:11]=[CH:10][C:9]=2[C:8]2[C:3]1=[CH:4][CH:5]=[CH:6][CH:7]=2, predict the reactants needed to synthesize it. The reactants are: [CH3:1][C:2]1([CH3:28])[C:14]2[CH:13]=[C:12]([C:15]3[C:20]4[S:21][C:22]5[CH:27]=[CH:26][CH:25]=[CH:24][C:23]=5[C:19]=4[CH:18]=[CH:17][CH:16]=3)[CH:11]=[CH:10][C:9]=2[C:8]2[C:3]1=[CH:4][CH:5]=[CH:6][CH:7]=2.C([Li])CCC.[B:34](OC)([O:37]C)[O:35]C.Cl. (6) The reactants are: C([N:8]1[CH2:17][C:16]2[NH:15][C:14]3[CH2:18][O:19][C:20](=[O:21])[C:13]=3[CH:12]([C:22]3[CH:27]=[CH:26][C:25]([F:28])=[C:24]([Br:29])[CH:23]=3)[C:11]=2[C:10](=[O:30])[CH2:9]1)C1C=CC=CC=1.[Cl:31]C(OC=C)=O. Given the product [ClH:31].[Br:29][C:24]1[CH:23]=[C:22]([CH:12]2[C:11]3[C:10](=[O:30])[CH2:9][NH:8][CH2:17][C:16]=3[NH:15][C:14]3[CH2:18][O:19][C:20](=[O:21])[C:13]2=3)[CH:27]=[CH:26][C:25]=1[F:28], predict the reactants needed to synthesize it.